From a dataset of Full USPTO retrosynthesis dataset with 1.9M reactions from patents (1976-2016). Predict the reactants needed to synthesize the given product. Given the product [C:14]([O:18][C:19]([N:21]1[C:29]2[C:24](=[CH:25][CH:26]=[CH:27][CH:28]=2)[CH:23]=[C:22]1[S:30](=[O:32])(=[O:31])[NH:11][C:10]1[CH:12]=[CH:13][C:7]([C:4]2[CH:5]=[CH:6][N:1]=[CH:2][CH:3]=2)=[CH:8][CH:9]=1)=[O:20])([CH3:17])([CH3:15])[CH3:16], predict the reactants needed to synthesize it. The reactants are: [N:1]1[CH:6]=[CH:5][C:4]([C:7]2[CH:13]=[CH:12][C:10]([NH2:11])=[CH:9][CH:8]=2)=[CH:3][CH:2]=1.[C:14]([O:18][C:19]([N:21]1[C:29]2[C:24](=[CH:25][CH:26]=[CH:27][CH:28]=2)[CH:23]=[C:22]1[S:30](Cl)(=[O:32])=[O:31])=[O:20])([CH3:17])([CH3:16])[CH3:15].